From a dataset of Full USPTO retrosynthesis dataset with 1.9M reactions from patents (1976-2016). Predict the reactants needed to synthesize the given product. (1) Given the product [Br:1][C:2]1[N:3]=[C:4]2[CH:11]=[CH:10][N:9]([CH2:15][O:16][CH2:17][CH2:18][Si:19]([CH3:22])([CH3:21])[CH3:20])[C:5]2=[N:6][C:7]=1[CH3:8], predict the reactants needed to synthesize it. The reactants are: [Br:1][C:2]1[N:3]=[C:4]2[CH:11]=[CH:10][NH:9][C:5]2=[N:6][C:7]=1[CH3:8].[H-].[Na+].Cl[CH2:15][O:16][CH2:17][CH2:18][Si:19]([CH3:22])([CH3:21])[CH3:20]. (2) Given the product [Cl:1][C:2]1[CH:7]=[CH:6][C:5]([CH2:8][CH:9]=[O:10])=[CH:4][CH:3]=1, predict the reactants needed to synthesize it. The reactants are: [Cl:1][C:2]1[CH:7]=[CH:6][C:5]([CH2:8][CH2:9][OH:10])=[CH:4][CH:3]=1.CC(OI1(OC(C)=O)(OC(C)=O)OC(=O)C2C=CC=CC1=2)=O.C(OCC)C. (3) Given the product [Br:1][C:2]1[CH:7]=[CH:6][C:5]([C:8]2([C:12](=[O:19])[CH2:14][CH2:15][CH3:16])[CH2:11][CH2:10][CH2:9]2)=[CH:4][CH:3]=1, predict the reactants needed to synthesize it. The reactants are: [Br:1][C:2]1[CH:7]=[CH:6][C:5]([C:8]2([C:12]#N)[CH2:11][CH2:10][CH2:9]2)=[CH:4][CH:3]=1.[CH2:14]([Mg]Br)[CH2:15][CH3:16].[O:19]1CCCC1.Cl. (4) Given the product [CH:1]1([N:7]2[C:16]([C:24]3[CH:25]=[CH:26][CH:27]=[CH:28][CH:29]=3)=[C:17]([C:18]([O:20][CH3:21])=[O:19])[N:22]=[CH:23]2)[CH2:6][CH2:5][CH2:4][CH2:3][CH2:2]1, predict the reactants needed to synthesize it. The reactants are: [CH:1]1([NH2:7])[CH2:6][CH2:5][CH2:4][CH2:3][CH2:2]1.C(N(CC)CC)C.Br[C:16]([C:24]1[CH:29]=[CH:28][CH:27]=[CH:26][CH:25]=1)=[C:17]([N+:22]#[C-:23])[C:18]([O:20][CH3:21])=[O:19]. (5) Given the product [Si:5]([O:6][CH2:7][C:8]#[C:9][C:20]([C:21]1[CH:26]=[CH:25][CH:24]=[CH:23][CH:22]=1)=[O:27])([C:1]([CH3:3])([CH3:4])[CH3:2])([CH3:10])[CH3:11], predict the reactants needed to synthesize it. The reactants are: [C:1]([Si:5]([CH3:11])([CH3:10])[O:6][CH2:7][C:8]#[CH:9])([CH3:4])([CH3:3])[CH3:2].[Li+].CCC[CH2-].CON(C)[C:20](=[O:27])[C:21]1[CH:26]=[CH:25][CH:24]=[CH:23][CH:22]=1.Cl. (6) The reactants are: [Br:1][C:2]1[CH:3]=[C:4]([CH:8]([NH:12][C:13]([O:15][C:16]([CH3:19])([CH3:18])[CH3:17])=[O:14])[C:9]([OH:11])=[O:10])[CH:5]=[CH:6][CH:7]=1.[H-].[Na+].[CH3:22]I.[Cl-].[Na+].Cl. Given the product [Br:1][C:2]1[CH:3]=[C:4]([CH:8]([N:12]([C:13]([O:15][C:16]([CH3:19])([CH3:18])[CH3:17])=[O:14])[CH3:22])[C:9]([OH:11])=[O:10])[CH:5]=[CH:6][CH:7]=1, predict the reactants needed to synthesize it.